From a dataset of Reaction yield outcomes from USPTO patents with 853,638 reactions. Predict the reaction yield, written as a fraction of the theoretical maximum amount of product (1.0 means a 100% yield; for example, 0.34 means a 34% yield). The reactants are [NH2:1][CH2:2][CH2:3][NH:4][C:5]([C:7]1([C:11]#[N:12])[CH2:10][CH2:9][CH2:8]1)=O.C1COCC1.B.C1COCC1.Cl. The catalyst is O.C(O)C.CC(C)=O. The product is [NH2:12][CH2:11][C:7]1([CH2:5][NH:4][CH2:3][CH2:2][NH2:1])[CH2:10][CH2:9][CH2:8]1. The yield is 0.500.